Predict the reaction yield, written as a fraction of the theoretical maximum amount of product (1.0 means a 100% yield; for example, 0.34 means a 34% yield). From a dataset of Reaction yield outcomes from USPTO patents with 853,638 reactions. The reactants are [F:1][C:2]1[C:3]([CH2:23][NH:24][CH3:25])=[CH:4][N:5]([S:14]([C:17]2[CH:18]=[N:19][CH:20]=[CH:21][CH:22]=2)(=[O:16])=[O:15])[C:6]=1[C:7]1[C:8]([F:13])=[N:9][CH:10]=[CH:11][CH:12]=1.[C:34](O[C:34]([O:36][C:37]([CH3:40])([CH3:39])[CH3:38])=[O:35])([O:36][C:37]([CH3:40])([CH3:39])[CH3:38])=[O:35]. The catalyst is O1CCCC1. The product is [F:1][C:2]1[C:3]([CH2:23][N:24]([CH3:25])[C:34](=[O:35])[O:36][C:37]([CH3:38])([CH3:39])[CH3:40])=[CH:4][N:5]([S:14]([C:17]2[CH:18]=[N:19][CH:20]=[CH:21][CH:22]=2)(=[O:16])=[O:15])[C:6]=1[C:7]1[C:8]([F:13])=[N:9][CH:10]=[CH:11][CH:12]=1. The yield is 0.600.